Dataset: Reaction yield outcomes from USPTO patents with 853,638 reactions. Task: Predict the reaction yield, written as a fraction of the theoretical maximum amount of product (1.0 means a 100% yield; for example, 0.34 means a 34% yield). The reactants are [OH-].[Na+].CO.[Br:5][C:6]1[CH:11]=[CH:10][C:9]([N+:12]([O-:14])=O)=[CH:8][CH:7]=1.[Cl:15][C:16]1[CH:17]=[C:18]([CH2:22]C#N)[CH:19]=[CH:20][CH:21]=1. The catalyst is O. The product is [Br:5][C:6]1[CH:7]=[CH:8][C:9]2[C:10]([CH:11]=1)=[C:22]([C:18]1[CH:19]=[CH:20][CH:21]=[C:16]([Cl:15])[CH:17]=1)[O:14][N:12]=2. The yield is 0.348.